From a dataset of Full USPTO retrosynthesis dataset with 1.9M reactions from patents (1976-2016). Predict the reactants needed to synthesize the given product. (1) Given the product [CH2:24]([O:31][CH2:32][CH2:33][O:34][C:35]1[N:36]=[CH:37][C:38]([C:2]2[CH:11]=[CH:10][C:9]3[N:8]=[CH:7][C:6]4[N:12]([CH3:23])[C:13](=[O:22])[N:14]([C:15]5[C:16]([CH3:21])=[N:17][N:18]([CH3:20])[CH:19]=5)[C:5]=4[C:4]=3[CH:3]=2)=[CH:39][CH:40]=1)[C:25]1[CH:26]=[CH:27][CH:28]=[CH:29][CH:30]=1, predict the reactants needed to synthesize it. The reactants are: Br[C:2]1[CH:11]=[CH:10][C:9]2[N:8]=[CH:7][C:6]3[N:12]([CH3:23])[C:13](=[O:22])[N:14]([C:15]4[C:16]([CH3:21])=[N:17][N:18]([CH3:20])[CH:19]=4)[C:5]=3[C:4]=2[CH:3]=1.[CH2:24]([O:31][CH2:32][CH2:33][O:34][C:35]1[CH:40]=[CH:39][C:38](B2OC(C)(C)C(C)(C)O2)=[CH:37][N:36]=1)[C:25]1[CH:30]=[CH:29][CH:28]=[CH:27][CH:26]=1. (2) Given the product [C:42]1(=[O:41])[C:39]2[C:40]([C:13]3[C:5]([CH:6]=2)=[CH:4][CH:3]=[CH:2][CH:1]=3)=[CH:45][CH:44]=[CH:43]1, predict the reactants needed to synthesize it. The reactants are: [CH:1]1[C:13]2[C:6](C3C=CC(OCCO)=CC=3)([C:5]3[CH:13]=[CH:1][C:2](OCCO)=[CH:3][CH:4]=3)C3[C:6](=CC=CC=3)[C:5]=2[CH:4]=[CH:3][CH:2]=1.C(N([CH2:39][CH3:40])CC)C.[O:41]1[CH2:45][CH2:44][CH2:43][CH2:42]1. (3) The reactants are: [Br:1][C:2]1[CH:3]=[C:4]([CH:7]=[CH:8][C:9]=1[O:10][CH3:11])[CH:5]=O.C(O)(=O)[CH2:13][C:14]([OH:16])=[O:15].N1CCCCC1. Given the product [Br:1][C:2]1[CH:3]=[C:4](/[CH:5]=[CH:13]/[C:14]([OH:16])=[O:15])[CH:7]=[CH:8][C:9]=1[O:10][CH3:11], predict the reactants needed to synthesize it. (4) Given the product [F:41][C:39]1[CH:38]=[CH:37][C:36]2[C:30](=[CH:29][C:16]3[CH:15]=[CH:14][C:13]4[N:9]([CH2:8][CH2:7][N:1]5[CH2:2][CH2:3][O:4][CH2:5][CH2:6]5)[C:10](=[O:27])[NH:11][C:12]=4[CH:17]=3)[C:31]3[CH:45]=[CH:44][C:43]([F:46])=[CH:42][C:32]=3[CH2:33][CH2:34][C:35]=2[CH:40]=1, predict the reactants needed to synthesize it. The reactants are: [N:1]1([CH2:7][CH2:8][N:9]2[C:13]3[CH:14]=[CH:15][C:16](B4OC(C)(C)C(C)(C)O4)=[CH:17][C:12]=3[NH:11][C:10]2=[O:27])[CH2:6][CH2:5][O:4][CH2:3][CH2:2]1.Br[CH:29]=[C:30]1[C:36]2[CH:37]=[CH:38][C:39]([F:41])=[CH:40][C:35]=2[CH2:34][CH2:33][C:32]2[CH:42]=[C:43]([F:46])[CH:44]=[CH:45][C:31]1=2.C([O-])([O-])=O.[Na+].[Na+]. (5) The reactants are: [F:1][C:2]1[CH:3]=[CH:4][C:5]([C:11]2[N:16]=[CH:15][CH:14]=[CH:13][N:12]=2)=[C:6]([CH:10]=1)[C:7]([OH:9])=O.[CH3:17][C:18]1[N:23]=[C:22]([C:24]([F:27])([F:26])[F:25])[N:21]=[C:20]([N:28]2[CH2:35][CH:34]3[CH:30]([CH2:31][NH:32][CH2:33]3)[CH2:29]2)[CH:19]=1. Given the product [F:1][C:2]1[CH:3]=[CH:4][C:5]([C:11]2[N:16]=[CH:15][CH:14]=[CH:13][N:12]=2)=[C:6]([C:7]([N:32]2[CH2:33][CH:34]3[CH:30]([CH2:29][N:28]([C:20]4[CH:19]=[C:18]([CH3:17])[N:23]=[C:22]([C:24]([F:25])([F:26])[F:27])[N:21]=4)[CH2:35]3)[CH2:31]2)=[O:9])[CH:10]=1, predict the reactants needed to synthesize it. (6) Given the product [Br:1][C:2]1[S:3][C:4]([C:7]([OH:9])=[O:8])=[CH:5][N:6]=1, predict the reactants needed to synthesize it. The reactants are: [Br:1][C:2]1[S:3][C:4]([C:7]([O:9]CC)=[O:8])=[CH:5][N:6]=1.CO.[OH-].[Na+].Cl.